From a dataset of Forward reaction prediction with 1.9M reactions from USPTO patents (1976-2016). Predict the product of the given reaction. (1) Given the reactants [CH2:1]([O:3][CH:4]([O:27][CH2:28][CH3:29])[C:5]1[CH:10]=[CH:9][C:8]([CH2:11][NH:12][CH2:13][C:14]2[N:15]([CH2:19][O:20][CH2:21][CH2:22][Si:23]([CH3:26])([CH3:25])[CH3:24])[CH:16]=[CH:17][N:18]=2)=[CH:7][CH:6]=1)[CH3:2].[NH:30]1[CH:34]=[CH:33][N:32]=[C:31]1[C:35](O)=[O:36].C(N(C(C)C)CC)(C)C.F[P-](F)(F)(F)(F)F.N1(OC(N(C)C)=[N+](C)C)C2N=CC=CC=2N=N1.[OH-].[Na+], predict the reaction product. The product is: [CH2:1]([O:3][CH:4]([O:27][CH2:28][CH3:29])[C:5]1[CH:6]=[CH:7][C:8]([CH2:11][N:12]([CH2:13][C:14]2[N:15]([CH2:19][O:20][CH2:21][CH2:22][Si:23]([CH3:26])([CH3:25])[CH3:24])[CH:16]=[CH:17][N:18]=2)[C:35]([C:31]2[NH:30][CH:34]=[CH:33][N:32]=2)=[O:36])=[CH:9][CH:10]=1)[CH3:2]. (2) Given the reactants [CH2:1]([N:3]1[CH:7]=[C:6]([C:8]2[CH:13]=[CH:12][N:11]=[C:10]3[NH:14][CH:15]=[CH:16][C:9]=23)[C:5]([C:17]2[CH:23]=[CH:22][C:20]([NH2:21])=[CH:19][CH:18]=2)=[N:4]1)[CH3:2].[CH2:24]([N:26]=[C:27]=[O:28])[CH3:25], predict the reaction product. The product is: [CH2:24]([NH:26][C:27]([NH:21][C:20]1[CH:22]=[CH:23][C:17]([C:5]2[C:6]([C:8]3[CH:13]=[CH:12][N:11]=[C:10]4[NH:14][CH:15]=[CH:16][C:9]=34)=[CH:7][N:3]([CH2:1][CH3:2])[N:4]=2)=[CH:18][CH:19]=1)=[O:28])[CH3:25]. (3) Given the reactants Cl[C:2]#[C:3][CH2:4][O:5][C:6]1[CH:11]=[CH:10][CH:9]=[CH:8][C:7]=1[C:12]([F:15])([F:14])[F:13].S(=O)(=O)(O)[OH:17], predict the reaction product. The product is: [F:13][C:12]([F:15])([F:14])[C:7]1[CH:8]=[CH:9][CH:10]=[C:11]2[C:6]=1[O:5][CH2:4][CH2:3][C:2]2=[O:17]. (4) Given the reactants [CH3:1][N:2]([CH3:17])[CH:3]=[CH:4][C:5]([C:7]1[CH:8]=[C:9]([NH:13][C:14](=[O:16])[CH3:15])[CH:10]=[CH:11][CH:12]=1)=[O:6].[H-].[Na+].[H-].[CH3:21]I, predict the reaction product. The product is: [CH3:17][N:2]([CH3:1])[CH:3]=[CH:4][C:5]([C:7]1[CH:8]=[C:9]([N:13]([CH3:21])[C:14](=[O:16])[CH3:15])[CH:10]=[CH:11][CH:12]=1)=[O:6]. (5) Given the reactants [CH3:1][O:2][C:3]1[CH:12]=[CH:11][C:6]([C:7]([O:9]C)=O)=[CH:5][CH:4]=1.C[O-].[Na+].[C:16](#[N:18])[CH3:17].ClC1C=CC=CC=1, predict the reaction product. The product is: [CH3:1][O:2][C:3]1[CH:4]=[CH:5][C:6]([C:7](=[O:9])[CH2:17][C:16]#[N:18])=[CH:11][CH:12]=1. (6) Given the reactants [CH2:1]([O:5][C:6]1[CH:11]=[CH:10][C:9]([C:12]2[S:13][CH:14]=[CH:15][CH:16]=2)=[CH:8][CH:7]=1)[CH2:2][CH2:3][CH3:4].O.O[O:19][S:20]([O-:22])=O.[K+].O1CCC[CH2:25]1, predict the reaction product. The product is: [CH2:1]([O:5][C:6]1[CH:11]=[CH:10][C:9]([C:12]2[S:13][C:14]([S:20]([CH3:25])(=[O:22])=[O:19])=[CH:15][CH:16]=2)=[CH:8][CH:7]=1)[CH2:2][CH2:3][CH3:4]. (7) Given the reactants [F:1][C:2]1[C:7]([CH2:8][OH:9])=[CH:6][CH:5]=[C:4]([N:10]2[C:18]3[CH:17]=[C:16]([C:19]4[CH:24]=[N:23][CH:22]=[C:21]([CH3:25])[N:20]=4)[N:15]=[CH:14][C:13]=3[CH:12]=[N:11]2)[N:3]=1.CC(OI1(OC(C)=O)(OC(C)=O)OC(=O)C2C=CC=CC1=2)=O, predict the reaction product. The product is: [F:1][C:2]1[C:7]([CH:8]=[O:9])=[CH:6][CH:5]=[C:4]([N:10]2[C:18]3[CH:17]=[C:16]([C:19]4[CH:24]=[N:23][CH:22]=[C:21]([CH3:25])[N:20]=4)[N:15]=[CH:14][C:13]=3[CH:12]=[N:11]2)[N:3]=1. (8) Given the reactants Cl[C:2]1[C:3]([C@@H:13]([N:15]2[C:23](=[O:24])[C:22]3[C:17](=[CH:18][CH:19]=[CH:20][CH:21]=3)[C:16]2=[O:25])[CH3:14])=[N:4][C:5]2[C:10]([N:11]=1)=[C:9]([Cl:12])[CH:8]=[CH:7][CH:6]=2.[CH3:26][S:27][C:28]1[CH:33]=[CH:32][CH:31]=[CH:30][C:29]=1B(O)O.C(=O)([O-])[O-].[K+].[K+].C(Cl)Cl, predict the reaction product. The product is: [Cl:12][C:9]1[CH:8]=[CH:7][CH:6]=[C:5]2[C:10]=1[N:11]=[C:2]([C:29]1[CH:30]=[CH:31][CH:32]=[CH:33][C:28]=1[S:27][CH3:26])[C:3]([C@@H:13]([N:15]1[C:16](=[O:25])[C:17]3[C:22](=[CH:21][CH:20]=[CH:19][CH:18]=3)[C:23]1=[O:24])[CH3:14])=[N:4]2. (9) Given the reactants C([Li])CCC.[Br-].[OH:7][C:8]1[CH:33]=[CH:32][CH:31]=[CH:30][C:9]=1[CH2:10][P+](C1C=CC=CC=1)(C1C=CC=CC=1)C1C=CC=CC=1.[CH2:34]([O:36][C:37](=[O:61])[CH2:38][C:39]1([CH2:42][CH2:43][CH:44]([CH:59]=O)[CH2:45][C:46]2[CH:58]=[CH:57][C:49]([C:50]([O:52][C:53]([CH3:56])([CH3:55])[CH3:54])=[O:51])=[CH:48][CH:47]=2)[CH2:41][CH2:40]1)[CH3:35].[Cl-].[NH4+], predict the reaction product. The product is: [CH2:34]([O:36][C:37](=[O:61])[CH2:38][C:39]1([CH2:42][CH2:43][CH:44](/[CH:59]=[CH:10]/[C:9]2[CH:30]=[CH:31][CH:32]=[CH:33][C:8]=2[OH:7])[CH2:45][C:46]2[CH:58]=[CH:57][C:49]([C:50]([O:52][C:53]([CH3:54])([CH3:55])[CH3:56])=[O:51])=[CH:48][CH:47]=2)[CH2:41][CH2:40]1)[CH3:35]. (10) Given the reactants [CH2:1]([O:8][C:9](=[O:28])[C@@H:10]([NH:20][C:21]([O:23]C(C)(C)C)=O)[CH2:11][C:12]1[CH:17]=[CH:16][C:15]([O:18][CH3:19])=[CH:14][CH:13]=1)[C:2]1[CH:7]=[CH:6][CH:5]=[CH:4][CH:3]=1.FC(F)(F)C(O)=O.C(N(CC)C(C)C)(C)C.[C:45]([NH:52][C@H:53](C(O)=O)[CH3:54])([O:47][C:48]([CH3:51])([CH3:50])[CH3:49])=[O:46].CN(C(ON1N=NC2C=CC=NC1=2)=[N+](C)C)C.F[P-](F)(F)(F)(F)F, predict the reaction product. The product is: [CH2:1]([O:8][C:9](=[O:28])[C@@H:10]([NH:20][C:21](=[O:23])[C@@H:53]([NH:52][C:45]([O:47][C:48]([CH3:51])([CH3:50])[CH3:49])=[O:46])[CH3:54])[CH2:11][C:12]1[CH:13]=[CH:14][C:15]([O:18][CH3:19])=[CH:16][CH:17]=1)[C:2]1[CH:3]=[CH:4][CH:5]=[CH:6][CH:7]=1.